From a dataset of Reaction yield outcomes from USPTO patents with 853,638 reactions. Predict the reaction yield, written as a fraction of the theoretical maximum amount of product (1.0 means a 100% yield; for example, 0.34 means a 34% yield). (1) The reactants are [CH2:1]([NH:3][C:4]([N:6]1[CH2:10][C:9]([CH3:12])([CH3:11])[CH:8]=[N:7]1)=[S:5])[CH3:2].I[CH3:14]. The catalyst is CO. The product is [CH3:14][S:5][C:4]([N:6]1[CH2:10][C:9]([CH3:11])([CH3:12])[CH:8]=[N:7]1)=[N:3][CH2:1][CH3:2]. The yield is 0.960. (2) The reactants are [CH3:1][O:2][C:3]1[CH:17]=[C:16]([O:18][CH3:19])[CH:15]=[CH:14][C:4]=1[CH2:5][NH:6][C:7](=[O:13])[O:8][C:9]([CH3:12])([CH3:11])[CH3:10].C([Li])CCC.Cl[CH2:26][O:27][CH3:28]. The catalyst is C1COCC1. The product is [CH3:1][O:2][C:3]1[CH:17]=[C:16]([O:18][CH3:19])[CH:15]=[CH:14][C:4]=1[CH2:5][N:6]([CH2:26][O:27][CH3:28])[C:7](=[O:13])[O:8][C:9]([CH3:12])([CH3:11])[CH3:10]. The yield is 1.04. (3) The reactants are [CH2:1]([O:3][C:4]1[CH2:9][CH2:8][CH2:7][C:6](=[O:10])[CH:5]=1)[CH3:2].[Br:11]N1C(=O)CCC1=O. The catalyst is C(Cl)Cl. The product is [Br:11][C:5]1[C:6](=[O:10])[CH2:7][CH2:8][CH2:9][C:4]=1[O:3][CH2:1][CH3:2]. The yield is 0.920. (4) The reactants are [CH3:1][C:2]([OH:9])([CH3:8])[CH2:3][CH2:4][CH2:5][CH2:6][OH:7].[CH:10]12[CH2:16][CH:13]([CH:14]=[CH:15]1)[CH2:12][CH:11]2[CH2:17][CH2:18][CH2:19][C:20](OC)=[O:21]. No catalyst specified. The product is [CH:10]12[CH2:16][CH:13]([CH:14]=[CH:15]1)[CH2:12][CH:11]2[CH2:17][CH2:18][CH2:19][C:20]([O:7][CH2:6][CH2:5][CH2:4][CH2:3][C:2]([OH:9])([CH3:8])[CH3:1])=[O:21]. The yield is 0.920. (5) The reactants are [CH2:1]([N:8]1[CH2:18][CH2:17][C:11]2[N:12]=[CH:13][N:14]=[C:15](Cl)[C:10]=2[CH2:9]1)[C:2]1[CH:7]=[CH:6][CH:5]=[CH:4][CH:3]=1.[F:19][C:20]([F:29])([F:28])[C:21]1[CH:27]=[CH:26][C:24]([NH2:25])=[CH:23][CH:22]=1.I.O. The yield is 0.910. The product is [CH2:1]([N:8]1[CH2:18][CH2:17][C:11]2[N:12]=[CH:13][N:14]=[C:15]([NH:25][C:24]3[CH:26]=[CH:27][C:21]([C:20]([F:19])([F:28])[F:29])=[CH:22][CH:23]=3)[C:10]=2[CH2:9]1)[C:2]1[CH:7]=[CH:6][CH:5]=[CH:4][CH:3]=1. The catalyst is O1CCOCC1.